Dataset: Reaction yield outcomes from USPTO patents with 853,638 reactions. Task: Predict the reaction yield, written as a fraction of the theoretical maximum amount of product (1.0 means a 100% yield; for example, 0.34 means a 34% yield). (1) The reactants are [OH-].[Na+].[CH2:3]([O:10][C@@H:11]([CH2:16][C:17]1[CH:22]=[CH:21][C:20]([C:23]2[CH:28]=[CH:27][CH:26]=[C:25]([N:29]([CH3:40])[C:30]([NH:32][CH2:33][CH2:34][CH2:35][CH2:36][CH2:37][CH2:38][CH3:39])=[O:31])[CH:24]=2)=[CH:19][CH:18]=1)[C:12]([O:14]C)=[O:13])[C:4]1[CH:9]=[CH:8][CH:7]=[CH:6][CH:5]=1.O1CCCC1.CO.O. The catalyst is C(O)(=O)C. The product is [CH2:3]([O:10][C@@H:11]([CH2:16][C:17]1[CH:22]=[CH:21][C:20]([C:23]2[CH:28]=[CH:27][CH:26]=[C:25]([N:29]([CH3:40])[C:30]([NH:32][CH2:33][CH2:34][CH2:35][CH2:36][CH2:37][CH2:38][CH3:39])=[O:31])[CH:24]=2)=[CH:19][CH:18]=1)[C:12]([OH:14])=[O:13])[C:4]1[CH:9]=[CH:8][CH:7]=[CH:6][CH:5]=1. The yield is 0.720. (2) The reactants are [Si:1]([O:8][CH2:9][CH2:10][CH2:11][CH2:12][CH2:13][CH2:14][NH:15][CH:16]1[CH2:21][CH2:20][CH2:19][CH2:18][CH2:17]1)([C:4]([CH3:7])([CH3:6])[CH3:5])([CH3:3])[CH3:2].C(N(CC)CC)C.[C:29](Cl)(=[O:36])[C:30]1[CH:35]=[CH:34][CH:33]=[CH:32][CH:31]=1. The catalyst is C(Cl)Cl.C(OCC)(=O)C. The product is [Si:1]([O:8][CH2:9][CH2:10][CH2:11][CH2:12][CH2:13][CH2:14][N:15]([CH:16]1[CH2:17][CH2:18][CH2:19][CH2:20][CH2:21]1)[C:29](=[O:36])[C:30]1[CH:35]=[CH:34][CH:33]=[CH:32][CH:31]=1)([C:4]([CH3:7])([CH3:6])[CH3:5])([CH3:3])[CH3:2]. The yield is 0.880. (3) The reactants are [CH:1]([C:4]1[CH:9]=[CH:8][C:7]([S:10]([NH:13][C:14]2[CH:15]=[N:16][C:17]3[CH2:18][CH:19]([NH:24][C:25](=O)[CH2:26][CH3:27])[CH2:20][CH2:21][C:22]=3[CH:23]=2)(=[O:12])=[O:11])=[CH:6][CH:5]=1)([CH3:3])[CH3:2].B.C1COCC1. The catalyst is C1COCC1. The product is [CH:1]([C:4]1[CH:9]=[CH:8][C:7]([S:10]([NH:13][C:14]2[CH:15]=[N:16][C:17]3[CH2:18][CH:19]([NH:24][CH2:25][CH2:26][CH3:27])[CH2:20][CH2:21][C:22]=3[CH:23]=2)(=[O:12])=[O:11])=[CH:6][CH:5]=1)([CH3:3])[CH3:2]. The yield is 0.600. (4) The reactants are [CH:1]1([C:5]2[N:6]=[C:7]([CH2:10][CH2:11][C:12]3[CH:34]=[CH:33][N:15]4[C:16](=[O:32])[C:17](/[CH:27]=[CH:28]/[C:29]([OH:31])=[O:30])=[C:18]([N:20]5[CH2:25][CH2:24]C[CH:22]([OH:26])[CH2:21]5)[N:19]=[C:14]4[CH:13]=3)[S:8][CH:9]=2)[CH2:4]CC1.C(C1N=C(CCC2C=CN3C(=O)C(/C=C/C(OC(C)(C)C)=O)=C(N4CCOCC4)N=C3C=2)SC=1)C. No catalyst specified. The product is [CH2:1]([C:5]1[N:6]=[C:7]([CH2:10][CH2:11][C:12]2[CH:34]=[CH:33][N:15]3[C:16](=[O:32])[C:17](/[CH:27]=[CH:28]/[C:29]([OH:31])=[O:30])=[C:18]([N:20]4[CH2:21][CH2:22][O:26][CH2:24][CH2:25]4)[N:19]=[C:14]3[CH:13]=2)[S:8][CH:9]=1)[CH3:4]. The yield is 0.730. (5) The reactants are CC1(C)[O:6][C@@H:5]([CH2:7][CH2:8][NH:9][C:10]([CH:12]2[CH:16]([C:17]3[CH:22]=[CH:21][CH:20]=[C:19]([Cl:23])[C:18]=3[F:24])[C:15]([C:27]3[C:32]([F:33])=[CH:31][C:30]([Cl:34])=[CH:29][N:28]=3)([C:25]#[N:26])[CH:14]([CH2:35][C:36]([CH3:39])([CH3:38])[CH3:37])[NH:13]2)=[O:11])[CH2:4][O:3]1.Cl. The catalyst is O1CCCC1. The product is [OH:6][C@H:5]([CH2:4][OH:3])[CH2:7][CH2:8][NH:9][C:10]([CH:12]1[CH:16]([C:17]2[CH:22]=[CH:21][CH:20]=[C:19]([Cl:23])[C:18]=2[F:24])[C:15]([C:27]2[C:32]([F:33])=[CH:31][C:30]([Cl:34])=[CH:29][N:28]=2)([C:25]#[N:26])[CH:14]([CH2:35][C:36]([CH3:37])([CH3:39])[CH3:38])[NH:13]1)=[O:11]. The yield is 0.530. (6) The reactants are CO[C:3]1[CH:8]=[CH:7][C:6]([C@@H:9]([N:11]([CH2:22][C:23]2[N:24]=[C:25]3[CH:30]=[CH:29][CH:28]=[C:27]([N:31]4[CH2:36][CH2:35][N:34]([CH3:37])[CH2:33][CH2:32]4)[N:26]3[CH:38]=2)[C@@H:12]2[C:21]3[N:20]=[CH:19][CH:18]=[CH:17][C:16]=3[CH2:15][CH2:14][CH2:13]2)C)=[CH:5][CH:4]=1.[CH2:39](C1C=CC(C=O)=CC=1)[CH:40]([CH3:42])[CH3:41]. No catalyst specified. The product is [CH3:37][N:34]1[CH2:35][CH2:36][N:31]([C:27]2[N:26]3[CH:38]=[C:23]([CH2:22][N:11]([CH2:9][C:6]4[CH:5]=[CH:4][C:3]([CH2:39][CH:40]([CH3:42])[CH3:41])=[CH:8][CH:7]=4)[C@@H:12]4[C:21]5[N:20]=[CH:19][CH:18]=[CH:17][C:16]=5[CH2:15][CH2:14][CH2:13]4)[N:24]=[C:25]3[CH:30]=[CH:29][CH:28]=2)[CH2:32][CH2:33]1. The yield is 0.420.